This data is from Catalyst prediction with 721,799 reactions and 888 catalyst types from USPTO. The task is: Predict which catalyst facilitates the given reaction. (1) Reactant: [CH3:1][C:2]1[C:7]([CH2:8][O:9][C:10]2[CH:11]=[CH:12][CH:13]=[C:14]3[C:19]=2[N:18]=[C:17]([CH3:20])[CH:16]=[CH:15]3)=[C:6]([CH3:21])[CH:5]=[CH:4][C:3]=1[N:22]1[CH2:26][CH2:25][CH2:24][C@@H:23]1[CH2:27]O.[C:29]1(=[O:39])[NH:33][C:32](=[O:34])[C:31]2=[CH:35][CH:36]=[CH:37][CH:38]=[C:30]12.P(CCCC)(CCCC)CCCC.CN(C)C(N=NC(N(C)C)=O)=O. Product: [CH3:1][C:2]1[C:7]([CH2:8][O:9][C:10]2[CH:11]=[CH:12][CH:13]=[C:14]3[C:19]=2[N:18]=[C:17]([CH3:20])[CH:16]=[CH:15]3)=[C:6]([CH3:21])[CH:5]=[CH:4][C:3]=1[N:22]1[CH2:26][CH2:25][CH2:24][C@@H:23]1[CH2:27][N:33]1[C:29](=[O:39])[C:30]2[C:31](=[CH:35][CH:36]=[CH:37][CH:38]=2)[C:32]1=[O:34]. The catalyst class is: 48. (2) Reactant: [OH:1][CH2:2][C@@H:3]1[C@H:9]([C:10]2[CH:15]=[CH:14][C:13]([Cl:16])=[C:12]([Cl:17])[CH:11]=2)[CH2:8][C@@H:7]2[N:18]([CH3:19])[C@H:4]1[CH2:5][CH2:6]2.[H-].[Na+].S(OCC)(O[CH2:26][CH3:27])(=O)=O.O. Product: [CH2:26]([O:1][CH2:2][C@@H:3]1[C@H:9]([C:10]2[CH:15]=[CH:14][C:13]([Cl:16])=[C:12]([Cl:17])[CH:11]=2)[CH2:8][C@@H:7]2[N:18]([CH3:19])[C@H:4]1[CH2:5][CH2:6]2)[CH3:27]. The catalyst class is: 7. (3) Reactant: [C:1]([O:5][C:6](=[O:28])[NH:7][C@H:8]([C:10]1[CH:15]=[CH:14][C:13]([C:16]2[CH2:17][CH2:18][N:19]([C:22](=[O:27])[C:23]([F:26])([F:25])[F:24])[CH2:20][CH:21]=2)=[CH:12][CH:11]=1)[CH3:9])([CH3:4])([CH3:3])[CH3:2].[H][H]. Product: [C:1]([O:5][C:6](=[O:28])[NH:7][C@H:8]([C:10]1[CH:15]=[CH:14][C:13]([CH:16]2[CH2:17][CH2:18][N:19]([C:22](=[O:27])[C:23]([F:25])([F:26])[F:24])[CH2:20][CH2:21]2)=[CH:12][CH:11]=1)[CH3:9])([CH3:2])([CH3:3])[CH3:4]. The catalyst class is: 457.